From a dataset of TCR-epitope binding with 47,182 pairs between 192 epitopes and 23,139 TCRs. Binary Classification. Given a T-cell receptor sequence (or CDR3 region) and an epitope sequence, predict whether binding occurs between them. (1) The epitope is QVPLRPMTYK. The TCR CDR3 sequence is CASSARAFPEGNQPQHF. Result: 1 (the TCR binds to the epitope). (2) The epitope is QARQMVQAMRTIGTHP. The TCR CDR3 sequence is CASSQDSTGTGGSPLHF. Result: 0 (the TCR does not bind to the epitope). (3) The epitope is FLYNLLTRV. The TCR CDR3 sequence is CASSPGLRGNQPQHF. Result: 0 (the TCR does not bind to the epitope). (4) The TCR CDR3 sequence is CASNWDSPNEKLFF. Result: 0 (the TCR does not bind to the epitope). The epitope is IPRRNVATL.